Predict the reactants needed to synthesize the given product. From a dataset of Full USPTO retrosynthesis dataset with 1.9M reactions from patents (1976-2016). Given the product [CH3:12][C:8]1[NH:9][N:10]=[CH:11][C:7]=1[C:5]1[S:4][C:3]2[C:13](=[O:14])[NH:15][C:17]3([CH2:18][CH2:19][CH:20]([NH:23][C:24](=[O:33])[O:25][CH2:26][C:27]4[CH:32]=[CH:31][CH:30]=[CH:29][CH:28]=4)[CH2:21][CH2:22]3)[NH:1][C:2]=2[CH:6]=1, predict the reactants needed to synthesize it. The reactants are: [NH2:1][C:2]1[CH:6]=[C:5]([C:7]2[C:8]([CH3:12])=[N:9][NH:10][CH:11]=2)[S:4][C:3]=1[C:13]([NH2:15])=[O:14].O=[C:17]1[CH2:22][CH2:21][CH:20]([NH:23][C:24](=[O:33])[O:25][CH2:26][C:27]2[CH:32]=[CH:31][CH:30]=[CH:29][CH:28]=2)[CH2:19][CH2:18]1.[O-]S([O-])(=O)=O.[Mg+2].CC1(C)C2(CS(O)(=O)=O)C(CC1CC2)=O.C([O-])(O)=O.[Na+].